This data is from Catalyst prediction with 721,799 reactions and 888 catalyst types from USPTO. The task is: Predict which catalyst facilitates the given reaction. (1) Reactant: [F:1][C:2]([F:13])([F:12])[C:3]1[C:4]([C:9]([OH:11])=O)=[N:5][CH:6]=[CH:7][N:8]=1.[CH2:14]([C:18]1[CH:19]=[C:20]([CH:22]=[CH:23][C:24]=1[CH:25]([C:30]([F:33])([F:32])[F:31])[C:26]([F:29])([F:28])[F:27])N)[CH:15]([CH3:17])[CH3:16].[I-].ClC1C=CC=C[N+:37]=1C.C(N(CC)CC)C. Product: [CH2:14]([C:18]1[CH:19]=[C:20]([C:7]2[N:8]=[C:3]([C:2]([F:1])([F:13])[F:12])[C:4]([C:9]([NH2:37])=[O:11])=[N:5][CH:6]=2)[CH:22]=[CH:23][C:24]=1[CH:25]([C:30]([F:31])([F:32])[F:33])[C:26]([F:27])([F:28])[F:29])[CH:15]([CH3:17])[CH3:16]. The catalyst class is: 56. (2) Reactant: [Si]([O:8][CH2:9][C:10]1([CH3:36])[S:16][CH2:15][CH2:14][N:13]2[C:17]([C:20]3([C:23]4[CH:28]=[CH:27][C:26]([C:29]5[C:34]([Cl:35])=[CH:33][CH:32]=[CH:31][N:30]=5)=[CH:25][CH:24]=4)[CH2:22][CH2:21]3)=[N:18][N:19]=[C:12]2[CH2:11]1)(C(C)(C)C)(C)C.Cl. Product: [Cl:35][C:34]1[C:29]([C:26]2[CH:25]=[CH:24][C:23]([C:20]3([C:17]4[N:13]5[CH2:14][CH2:15][S:16][C:10]([CH2:9][OH:8])([CH3:36])[CH2:11][C:12]5=[N:19][N:18]=4)[CH2:22][CH2:21]3)=[CH:28][CH:27]=2)=[N:30][CH:31]=[CH:32][CH:33]=1. The catalyst class is: 5. (3) Reactant: [Cl:1][C:2]1[CH:9]=[CH:8][CH:7]=[C:6]([Cl:10])[C:3]=1[CH:4]=O.[CH3:11][C:12]([CH3:14])=[O:13].[OH-].[K+]. Product: [Cl:1][C:2]1[CH:9]=[CH:8][CH:7]=[C:6]([Cl:10])[C:3]=1/[CH:4]=[CH:11]/[C:12](=[O:13])/[CH:14]=[CH:4]/[C:3]1[C:2]([Cl:1])=[CH:9][CH:8]=[CH:7][C:6]=1[Cl:10]. The catalyst class is: 8. (4) The catalyst class is: 17. Reactant: Br[C:2]1[S:6][C:5]([CH3:7])=[N:4][C:3]=1[C:8]1[CH:13]=[CH:12][C:11]([O:14][CH3:15])=[CH:10][CH:9]=1.[C:16]([Cu])#[N:17].Cl. Product: [CH3:15][O:14][C:11]1[CH:12]=[CH:13][C:8]([C:3]2[N:4]=[C:5]([CH3:7])[S:6][C:2]=2[C:16]#[N:17])=[CH:9][CH:10]=1.